From a dataset of Forward reaction prediction with 1.9M reactions from USPTO patents (1976-2016). Predict the product of the given reaction. Given the reactants [Cl:1][C:2]1[CH:7]=[C:6]([Cl:8])[CH:5]=[CH:4][C:3]=1[C:9]1[N:10]=[C:11](/[CH:14]=[CH:15]/[C:16]2[CH:21]=[CH:20][C:19]([O:22][CH3:23])=[CH:18][CH:17]=2)[NH:12][CH:13]=1.Br[CH2:25][C:26]([O:28]C)=[O:27], predict the reaction product. The product is: [Cl:1][C:2]1[CH:7]=[C:6]([Cl:8])[CH:5]=[CH:4][C:3]=1[C:9]1[N:10]=[C:11](/[CH:14]=[CH:15]/[C:16]2[CH:17]=[CH:18][C:19]([O:22][CH3:23])=[CH:20][CH:21]=2)[N:12]([CH2:25][C:26]([OH:28])=[O:27])[CH:13]=1.